This data is from NCI-60 drug combinations with 297,098 pairs across 59 cell lines. The task is: Regression. Given two drug SMILES strings and cell line genomic features, predict the synergy score measuring deviation from expected non-interaction effect. (1) Drug 1: CCCS(=O)(=O)NC1=C(C(=C(C=C1)F)C(=O)C2=CNC3=C2C=C(C=N3)C4=CC=C(C=C4)Cl)F. Drug 2: CC1=C(C(=O)C2=C(C1=O)N3CC4C(C3(C2COC(=O)N)OC)N4)N. Cell line: NCI-H460. Synergy scores: CSS=31.3, Synergy_ZIP=-7.05, Synergy_Bliss=-15.6, Synergy_Loewe=-46.8, Synergy_HSA=-16.3. (2) Drug 1: CCC1=CC2CC(C3=C(CN(C2)C1)C4=CC=CC=C4N3)(C5=C(C=C6C(=C5)C78CCN9C7C(C=CC9)(C(C(C8N6C)(C(=O)OC)O)OC(=O)C)CC)OC)C(=O)OC.C(C(C(=O)O)O)(C(=O)O)O. Drug 2: CC=C1C(=O)NC(C(=O)OC2CC(=O)NC(C(=O)NC(CSSCCC=C2)C(=O)N1)C(C)C)C(C)C. Cell line: MCF7. Synergy scores: CSS=43.4, Synergy_ZIP=-0.338, Synergy_Bliss=-0.412, Synergy_Loewe=-3.53, Synergy_HSA=3.78. (3) Drug 1: CC1OCC2C(O1)C(C(C(O2)OC3C4COC(=O)C4C(C5=CC6=C(C=C35)OCO6)C7=CC(=C(C(=C7)OC)O)OC)O)O. Drug 2: CC1CCC2CC(C(=CC=CC=CC(CC(C(=O)C(C(C(=CC(C(=O)CC(OC(=O)C3CCCCN3C(=O)C(=O)C1(O2)O)C(C)CC4CCC(C(C4)OC)O)C)C)O)OC)C)C)C)OC. Cell line: A498. Synergy scores: CSS=36.0, Synergy_ZIP=-8.40, Synergy_Bliss=-5.42, Synergy_Loewe=1.98, Synergy_HSA=3.25. (4) Drug 1: C1=NC2=C(N1)C(=S)N=C(N2)N. Drug 2: CCC1=C2CN3C(=CC4=C(C3=O)COC(=O)C4(CC)O)C2=NC5=C1C=C(C=C5)O. Cell line: LOX IMVI. Synergy scores: CSS=60.6, Synergy_ZIP=-3.61, Synergy_Bliss=-5.70, Synergy_Loewe=-2.28, Synergy_HSA=-0.674. (5) Drug 1: C1CCC(C1)C(CC#N)N2C=C(C=N2)C3=C4C=CNC4=NC=N3. Drug 2: CS(=O)(=O)C1=CC(=C(C=C1)C(=O)NC2=CC(=C(C=C2)Cl)C3=CC=CC=N3)Cl. Cell line: SR. Synergy scores: CSS=34.6, Synergy_ZIP=-4.39, Synergy_Bliss=-4.13, Synergy_Loewe=-9.02, Synergy_HSA=-4.90.